This data is from Full USPTO retrosynthesis dataset with 1.9M reactions from patents (1976-2016). The task is: Predict the reactants needed to synthesize the given product. (1) Given the product [CH:1]1([C:4]2[CH:5]=[C:6]([CH:28]=[C:29]([O:32][CH2:33][CH3:34])[C:30]=2[C:37]2[CH:36]=[N:35][CH:40]=[CH:39][CH:38]=2)[CH2:7][N:8]2[CH2:11][C:10]3([CH2:15][C:14]([N:16]4[CH2:17][CH2:18][C:19]([CH3:27])([C:22]([OH:24])=[O:23])[CH2:20][CH2:21]4)=[N:13][O:12]3)[CH2:9]2)[CH2:2][CH2:3]1, predict the reactants needed to synthesize it. The reactants are: [CH:1]1([C:4]2[CH:5]=[C:6]([CH:28]=[C:29]([O:32][CH2:33][CH3:34])[C:30]=2I)[CH2:7][N:8]2[CH2:11][C:10]3([CH2:15][C:14]([N:16]4[CH2:21][CH2:20][C:19]([CH3:27])([C:22]([O:24]CC)=[O:23])[CH2:18][CH2:17]4)=[N:13][O:12]3)[CH2:9]2)[CH2:3][CH2:2]1.[N:35]1[CH:40]=[CH:39][CH:38]=[C:37](B(O)O)[CH:36]=1. (2) The reactants are: FC(F)(F)S([O-])(=O)=O.[Mg+2].FC(F)(F)S([O-])(=O)=O.[O:18]1[CH2:20][C@H:19]1[C:21]([O:23][CH3:24])=[O:22].[Si:25]([O:32][CH2:33][C@H:34]([OH:36])[CH3:35])([C:28]([CH3:31])([CH3:30])[CH3:29])([CH3:27])[CH3:26]. Given the product [Si:25]([O:32][CH2:33][C@H:34]([O:36][CH2:20][C@H:19]([OH:18])[C:21]([O:23][CH3:24])=[O:22])[CH3:35])([C:28]([CH3:31])([CH3:30])[CH3:29])([CH3:27])[CH3:26], predict the reactants needed to synthesize it. (3) Given the product [F:34][C@H:20]1[C:19](=[O:22])[N:18]2[C:14]([CH3:23])([CH3:13])[O:15][CH2:16][CH:17]2[CH2:21]1, predict the reactants needed to synthesize it. The reactants are: C(NC(C)C)(C)C.[Li]CCCC.[CH3:13][C:14]1([CH3:23])[N:18]2[C:19](=[O:22])[CH2:20][CH2:21][C@@H:17]2[CH2:16][O:15]1.C1C=CC(S(N(S(C2C=CC=CC=2)(=O)=O)[F:34])(=O)=O)=CC=1. (4) Given the product [F:18][C:17]([F:20])([F:19])[C:13]1[CH:12]=[C:11]([CH:16]=[CH:15][CH:14]=1)[C:10]([NH:9][CH2:8][C:7]([NH:6][C@@H:3]1[CH2:4][CH2:5][N:1]([CH:23]2[CH2:27][CH2:26][N:25]([C:29]3[CH:38]=[CH:37][C:32]([C:33]([O:35][CH3:36])=[O:34])=[CH:31][CH:30]=3)[CH2:24]2)[CH2:2]1)=[O:22])=[O:21], predict the reactants needed to synthesize it. The reactants are: [N:1]1([CH:23]2[CH2:27][CH2:26][NH:25][CH2:24]2)[CH2:5][CH2:4][C@@H:3]([NH:6][C:7](=[O:22])[CH2:8][NH:9][C:10](=[O:21])[C:11]2[CH:16]=[CH:15][CH:14]=[C:13]([C:17]([F:20])([F:19])[F:18])[CH:12]=2)[CH2:2]1.Br[C:29]1[CH:38]=[CH:37][C:32]([C:33]([O:35][CH3:36])=[O:34])=[CH:31][CH:30]=1.C(=O)([O-])[O-].[Cs+].[Cs+].C([O-])(O)=O.[Na+]. (5) Given the product [NH2:1][C:2]1[C:3]([C:4](=[O:6])[NH:35][CH2:34][C:32]2[CH:33]=[C:28]([Cl:27])[CH:29]=[CH:30][C:31]=2[S:36]([CH2:39][CH3:40])(=[O:38])=[O:37])=[CH:7][C:8]([Br:25])=[C:9]([CH2:11][N:12]2[CH2:17][CH2:16][N:15]([C:18]([O:20][C:21]([CH3:22])([CH3:24])[CH3:23])=[O:19])[CH2:14][CH2:13]2)[CH:10]=1, predict the reactants needed to synthesize it. The reactants are: [NH2:1][C:2]1[CH:10]=[C:9]([CH2:11][N:12]2[CH2:17][CH2:16][N:15]([C:18]([O:20][C:21]([CH3:24])([CH3:23])[CH3:22])=[O:19])[CH2:14][CH2:13]2)[C:8]([Br:25])=[CH:7][C:3]=1[C:4]([OH:6])=O.Cl.[Cl:27][C:28]1[CH:29]=[CH:30][C:31]([S:36]([CH2:39][CH3:40])(=[O:38])=[O:37])=[C:32]([CH2:34][NH2:35])[CH:33]=1. (6) Given the product [F:1][C:2]1[C:3]([F:14])=[CH:4][C:5]([F:11])=[C:6]([F:10])[C:7]=1[CH2:8][NH2:9], predict the reactants needed to synthesize it. The reactants are: [F:1][C:2]1[C:7]([C:8]#[N:9])=[C:6]([F:10])[C:5]([F:11])=[C:4](C#N)[C:3]=1[F:14].FC1C(C=O)=C(F)C(F)=C(C=O)C=1F.FC1C(F)=CC(F)=C(F)C=1.FC1C(F)=CC(F)=C(F)C=1C#N.